This data is from Catalyst prediction with 721,799 reactions and 888 catalyst types from USPTO. The task is: Predict which catalyst facilitates the given reaction. (1) Reactant: Br[C:2]1[N:7]=[C:6]([N:8]([C:15]2[CH:20]=[CH:19][CH:18]=[C:17](Br)[N:16]=2)[C:9]2[CH:14]=[CH:13][CH:12]=[CH:11][CH:10]=2)[CH:5]=[CH:4][CH:3]=1.[CH:22]1[C:30]2[C:29]3[CH:31]=[CH:32][CH:33]=[CH:34][C:28]=3[O:27][C:26]=2[C:25](B(O)O)=[CH:24][CH:23]=1.C1(P(C2CCCCC2)[C:45]2[CH:50]=[CH:49][CH:48]=[CH:47][C:46]=2[C:51]2[C:56]([O:57]C)=[CH:55][CH:54]=[CH:53][C:52]=2OC)CCCCC1.O.[O-]P([O-])([O-])=O.[K+].[K+].[K+]. Product: [CH:22]1[C:30]2[C:29]3[CH:31]=[CH:32][CH:33]=[CH:34][C:28]=3[O:27][C:26]=2[C:25]([C:2]2[N:7]=[C:6]([N:8]([C:15]3[CH:20]=[CH:19][CH:18]=[C:17]([C:55]4[C:56]5[O:57][C:45]6[CH:50]=[CH:49][CH:48]=[CH:47][C:46]=6[C:51]=5[CH:52]=[CH:53][CH:54]=4)[N:16]=3)[C:9]3[CH:14]=[CH:13][CH:12]=[CH:11][CH:10]=3)[CH:5]=[CH:4][CH:3]=2)=[CH:24][CH:23]=1. The catalyst class is: 882. (2) Reactant: [CH:1]1([CH:6]=[C:7]([C:18]2[NH:28][C:21]3=[N:22][CH:23]=[C:24]([O:26][CH3:27])[CH:25]=[C:20]3[CH:19]=2)[C:8]2[CH:13]=[CH:12][C:11]([S:14]([CH3:17])(=[O:16])=[O:15])=[CH:10][CH:9]=2)[CH2:5][CH2:4][CH2:3][CH2:2]1.[H][H]. Product: [CH:1]1([CH2:6][CH:7]([C:18]2[NH:28][C:21]3=[N:22][CH:23]=[C:24]([O:26][CH3:27])[CH:25]=[C:20]3[CH:19]=2)[C:8]2[CH:13]=[CH:12][C:11]([S:14]([CH3:17])(=[O:16])=[O:15])=[CH:10][CH:9]=2)[CH2:5][CH2:4][CH2:3][CH2:2]1. The catalyst class is: 43. (3) Reactant: [C:1]1([C@@H:13]2[C@H:18]([CH3:19])[CH2:17][CH2:16][N:15](C(OC(C)(C)C)=O)[CH2:14]2)[N:5]2[C:6]3[CH:12]=[CH:11][NH:10][C:7]=3[N:8]=[CH:9][C:4]2=[CH:3][N:2]=1.[ClH:27]. Product: [ClH:27].[CH3:19][C@@H:18]1[CH2:17][CH2:16][NH:15][CH2:14][C@@H:13]1[C:1]1[N:5]2[C:6]3[CH:12]=[CH:11][NH:10][C:7]=3[N:8]=[CH:9][C:4]2=[CH:3][N:2]=1. The catalyst class is: 12. (4) Reactant: [OH:1][C:2]1[CH:7]=[CH:6][C:5]([C:8]([CH3:14])([OH:13])[C:9]([O:11][CH3:12])=[O:10])=[CH:4][CH:3]=1.Br[CH2:16][C:17]([O:19][C:20]([CH3:23])([CH3:22])[CH3:21])=[O:18].C(=O)([O-])[O-].[K+].[K+]. Product: [C:20]([O:19][C:17]([CH2:16][O:1][C:2]1[CH:3]=[CH:4][C:5]([C:8]([CH3:14])([OH:13])[C:9]([O:11][CH3:12])=[O:10])=[CH:6][CH:7]=1)=[O:18])([CH3:23])([CH3:22])[CH3:21]. The catalyst class is: 9. (5) Reactant: [C:1]([C:4]1[CH:5]=[C:6]2[C:10](=[CH:11][CH:12]=1)[CH2:9][CH:8]([O:13]C(=O)C)[CH2:7]2)(=[O:3])[CH3:2].[OH-].[Na+]. Product: [OH:13][CH:8]1[CH2:7][C:6]2[C:10](=[CH:11][CH:12]=[C:4]([C:1](=[O:3])[CH3:2])[CH:5]=2)[CH2:9]1. The catalyst class is: 38. (6) Reactant: S(Cl)([Cl:4])(=O)=O.[O:6]1[C:13]2[CH:12]=[C:11]([C:14]([O:16][CH2:17][CH3:18])=[O:15])[NH:10][C:9]=2[CH:8]=[CH:7]1. Product: [Cl:4][C:7]1[O:6][C:13]2[CH:12]=[C:11]([C:14]([O:16][CH2:17][CH3:18])=[O:15])[NH:10][C:9]=2[CH:8]=1. The catalyst class is: 28. (7) Reactant: C([O:4][C@H:5]1[CH2:22][CH2:21][C@@:20]2([CH3:23])[C@@H:7]([CH2:8][CH2:9][C@:10]3([CH3:47])[C@@H:19]2[CH2:18][CH2:17][C@H:16]2[C@@:11]3([CH3:46])[CH2:12][CH2:13][C@@:14]3([C:30](=[O:45])[NH:31][C@@H:32]4[CH2:36][CH2:35][C@H:34]([CH2:37][N:38]5[CH2:43][CH2:42][CH2:41][CH:40]([CH3:44])[CH2:39]5)[CH2:33]4)[CH2:26][CH2:25][C@@H:24]([C:27]([CH3:29])=[CH2:28])[C@@H:15]32)[C:6]1([CH3:49])[CH3:48])(=O)C.[OH-].[Na+]. Product: [OH:4][C@H:5]1[CH2:22][CH2:21][C@@:20]2([CH3:23])[C@@H:7]([CH2:8][CH2:9][C@:10]3([CH3:47])[C@@H:19]2[CH2:18][CH2:17][C@H:16]2[C@@:11]3([CH3:46])[CH2:12][CH2:13][C@@:14]3([C:30]([NH:31][C@@H:32]4[CH2:36][CH2:35][C@H:34]([CH2:37][N:38]5[CH2:43][CH2:42][CH2:41][CH:40]([CH3:44])[CH2:39]5)[CH2:33]4)=[O:45])[CH2:26][CH2:25][C@@H:24]([C:27]([CH3:29])=[CH2:28])[C@@H:15]32)[C:6]1([CH3:48])[CH3:49]. The catalyst class is: 1. (8) Reactant: [C:1]1([C:7]2[C:11]([C:13]3[CH:18]=[CH:17][C:16]([O:19][CH3:20])=[CH:15][CH:14]=3)(O)[C:10]([C:21]3[CH:26]=[CH:25][CH:24]=[CH:23][CH:22]=3)=[C:9]([C:27]3[CH:32]=[CH:31][CH:30]=[CH:29][CH:28]=3)[C:8]=2[C:33]2[CH:38]=[CH:37][CH:36]=[CH:35][CH:34]=2)[CH:6]=[CH:5][CH:4]=[CH:3][CH:2]=1.C([Br:42])(=O)C.CO. Product: [Br:42][C:11]1([C:13]2[CH:18]=[CH:17][C:16]([O:19][CH3:20])=[CH:15][CH:14]=2)[C:10]([C:21]2[CH:26]=[CH:25][CH:24]=[CH:23][CH:22]=2)=[C:9]([C:27]2[CH:28]=[CH:29][CH:30]=[CH:31][CH:32]=2)[C:8]([C:33]2[CH:38]=[CH:37][CH:36]=[CH:35][CH:34]=2)=[C:7]1[C:1]1[CH:2]=[CH:3][CH:4]=[CH:5][CH:6]=1. The catalyst class is: 11. (9) Reactant: [OH:1][C:2]1([C:9]2[CH:14]=[CH:13][C:12]([C:15]3[CH2:19][C:18]([C:24]4[CH:29]=[C:28]([Cl:30])[C:27]([Cl:31])=[C:26]([Cl:32])[CH:25]=4)([C:20]([F:23])([F:22])[F:21])[O:17][N:16]=3)=[CH:11][CH:10]=2)[CH2:5][CH:4]([C:6]([OH:8])=O)[CH2:3]1.[CH3:33][N:34](C(ON1N=NC2C=CC=NC1=2)=[N+](C)C)[CH3:35].F[P-](F)(F)(F)(F)F.C1C=CC2N(O)N=NC=2C=1.CCN(C(C)C)C(C)C.CNC. Product: [CH3:33][N:34]([CH3:35])[C:6]([CH:4]1[CH2:3][C:2]([OH:1])([C:9]2[CH:10]=[CH:11][C:12]([C:15]3[CH2:19][C:18]([C:24]4[CH:25]=[C:26]([Cl:32])[C:27]([Cl:31])=[C:28]([Cl:30])[CH:29]=4)([C:20]([F:23])([F:22])[F:21])[O:17][N:16]=3)=[CH:13][CH:14]=2)[CH2:5]1)=[O:8]. The catalyst class is: 198.